The task is: Predict which catalyst facilitates the given reaction.. This data is from Catalyst prediction with 721,799 reactions and 888 catalyst types from USPTO. Reactant: S([CH2:5][CH2:6][C:7]#[C:8][C:9]1[CH:14]=[CH:13][CH:12]=[CH:11][CH:10]=1)(C)(=O)=O.[CH2:15]([CH:22]1[CH2:27][CH2:26][NH:25][CH2:24][CH2:23]1)[C:16]1[CH:21]=[CH:20][CH:19]=[CH:18][CH:17]=1.C([O-])([O-])=O.[K+].[K+]. Product: [CH2:8]([CH:7]1[CH2:27][CH2:26][N:25]([CH2:24][CH2:23][C:22]#[C:15][C:16]2[CH:17]=[CH:18][CH:19]=[CH:20][CH:21]=2)[CH2:5][CH2:6]1)[C:9]1[CH:14]=[CH:13][CH:12]=[CH:11][CH:10]=1. The catalyst class is: 23.